This data is from Reaction yield outcomes from USPTO patents with 853,638 reactions. The task is: Predict the reaction yield, written as a fraction of the theoretical maximum amount of product (1.0 means a 100% yield; for example, 0.34 means a 34% yield). (1) The reactants are COC1C=CC(C[N:8](CC2C=CC(OC)=CC=2)[C:9]2[N:14]=[C:13]([O:15][CH3:16])[C:12]([S:17][C:18]3[N:23]=[C:22]([NH:24][C:25](=[O:27])[CH3:26])[CH:21]=[C:20]([NH:28][C:29](=[O:31])[CH3:30])[N:19]=3)=[C:11]([O:32][CH3:33])[N:10]=2)=CC=1. The catalyst is C(O)(C(F)(F)F)=O.C(Cl)(Cl)Cl. The product is [NH2:8][C:9]1[N:10]=[C:11]([O:32][CH3:33])[C:12]([S:17][C:18]2[N:23]=[C:22]([NH:24][C:25](=[O:27])[CH3:26])[CH:21]=[C:20]([NH:28][C:29](=[O:31])[CH3:30])[N:19]=2)=[C:13]([O:15][CH3:16])[N:14]=1. The yield is 0.950. (2) The reactants are [CH3:1][O:2][C:3]1[CH:8]=[CH:7][C:6]([NH2:9])=[CH:5][CH:4]=1.[Cl-].[Cl:11][C:12]1[CH:17]=[CH:16][C:15]([N+]#N)=[CH:14][CH:13]=1. No catalyst specified. The product is [Cl:11][C:12]1[CH:17]=[CH:16][C:15]([C:7]2[C:6]([NH2:9])=[CH:5][CH:4]=[C:3]([O:2][CH3:1])[CH:8]=2)=[CH:14][CH:13]=1.[Cl:11][C:12]1[CH:17]=[CH:16][C:15]([C:8]2[C:3]([O:2][CH3:1])=[CH:4][CH:5]=[C:6]([NH2:9])[CH:7]=2)=[CH:14][CH:13]=1. The yield is 0.170. (3) The reactants are [Cl:1]N1C(=O)CCC1=O.[NH2:9][C:10]1[C:11]([C:20]([C:22]2[CH:27]=[CH:26][C:25]([F:28])=[CH:24][CH:23]=2)=[O:21])=[CH:12][CH:13]=[C:14]2[C:19]=1[N:18]=[CH:17][CH:16]=[CH:15]2.Cl. The catalyst is C(Cl)(Cl)(Cl)Cl. The product is [NH2:9][C:10]1[C:11]([C:20]([C:22]2[CH:23]=[CH:24][C:25]([F:28])=[CH:26][CH:27]=2)=[O:21])=[CH:12][C:13]([Cl:1])=[C:14]2[C:19]=1[N:18]=[CH:17][CH:16]=[CH:15]2. The yield is 0.430. (4) The reactants are C[N:2](C)/[CH:3]=[CH:4]/[C:5]([C:7]1[CH:15]=[C:14]2[C:10]([C:11]([CH2:24][CH3:25])=[N:12][N:13]2COCC[Si](C)(C)C)=[CH:9][CH:8]=1)=O.Cl.[CH2:28]([O:35][C:36]1[CH:37]=[C:38]([NH:42]N)[CH:39]=[CH:40][CH:41]=1)[C:29]1[CH:34]=[CH:33][CH:32]=[CH:31][CH:30]=1. The catalyst is C(O)C. The product is [CH2:28]([O:35][C:36]1[CH:37]=[C:38]([N:42]2[C:5]([C:7]3[CH:15]=[C:14]4[C:10]([C:11]([CH2:24][CH3:25])=[N:12][NH:13]4)=[CH:9][CH:8]=3)=[CH:4][CH:3]=[N:2]2)[CH:39]=[CH:40][CH:41]=1)[C:29]1[CH:30]=[CH:31][CH:32]=[CH:33][CH:34]=1. The yield is 0.590.